Dataset: Peptide-MHC class I binding affinity with 185,985 pairs from IEDB/IMGT. Task: Regression. Given a peptide amino acid sequence and an MHC pseudo amino acid sequence, predict their binding affinity value. This is MHC class I binding data. (1) The peptide sequence is KTSSFKISK. The MHC is HLA-A30:01 with pseudo-sequence HLA-A30:01. The binding affinity (normalized) is 0.586. (2) The peptide sequence is LLLSICLGSL. The MHC is HLA-A02:02 with pseudo-sequence HLA-A02:02. The binding affinity (normalized) is 0.723.